Predict the product of the given reaction. From a dataset of Forward reaction prediction with 1.9M reactions from USPTO patents (1976-2016). (1) Given the reactants [Cl:1][C:2]1[CH:7]=[CH:6][CH:5]=[CH:4][C:3]=1B(O)O.[NH2:11][C:12]1[N:13]=[C:14]([N:23]2[CH2:28][CH2:27][N:26]([C:29](=[O:39])[CH2:30][O:31][C:32]3[CH:37]=[CH:36][C:35]([Cl:38])=[CH:34][CH:33]=3)[CH2:25][CH2:24]2)[C:15]2[N:21]=[C:20](Cl)[CH:19]=[CH:18][C:16]=2[N:17]=1, predict the reaction product. The product is: [NH2:11][C:12]1[N:13]=[C:14]([N:23]2[CH2:24][CH2:25][N:26]([C:29](=[O:39])[CH2:30][O:31][C:32]3[CH:37]=[CH:36][C:35]([Cl:38])=[CH:34][CH:33]=3)[CH2:27][CH2:28]2)[C:15]2[N:21]=[C:20]([C:3]3[CH:4]=[CH:5][CH:6]=[CH:7][C:2]=3[Cl:1])[CH:19]=[CH:18][C:16]=2[N:17]=1. (2) Given the reactants [O:1]1CCO[CH:2]1[C:6]1[N:11]=[C:10]([N:12]2[CH2:17][CH2:16][N:15]([CH:18]([CH3:20])[CH3:19])[CH2:14][CH2:13]2)[CH:9]=[CH:8][CH:7]=1.C(O)=O, predict the reaction product. The product is: [CH:18]([N:15]1[CH2:14][CH2:13][N:12]([C:10]2[N:11]=[C:6]([CH:2]=[O:1])[CH:7]=[CH:8][CH:9]=2)[CH2:17][CH2:16]1)([CH3:20])[CH3:19]. (3) Given the reactants [F:1][C:2]1[CH:9]=[C:8]([F:10])[CH:7]=[C:6]([F:11])[C:3]=1[CH2:4][NH2:5].C([N:15](CC)C(C)C)(C)C.C(N1C=CN=C1)(N1C=CN=C1)=O.C(N(CC)CC)C.ClC(N1[C:55]2[N:56]=[CH:57][CH:58]=[CH:59][C:54]=2[S:53](=[O:61])(=[O:60])[N:52]([C:62]2[CH:67]=[CH:66][C:65](OC)=[C:64]([O:70][CH3:71])[CH:63]=2)[C:51]1=[O:72])C1C(F)=CC=CC=1F, predict the reaction product. The product is: [CH3:71][O:70][C:64]1[CH:63]=[C:62]([N:52]2[C:51](=[O:72])[N:5]([CH2:4][C:3]3[C:2]([F:1])=[CH:9][C:8]([F:10])=[CH:7][C:6]=3[F:11])[C:55]3[N:56]=[CH:57][CH:58]=[CH:59][C:54]=3[S:53]2(=[O:60])=[O:61])[CH:67]=[N:15][C:65]=1[CH3:66]. (4) The product is: [F:24][C:21]([F:22])([F:23])[S:18]([N-:17][S:14]([C:13]([F:12])([F:25])[F:26])(=[O:15])=[O:16])(=[O:19])=[O:20].[CH2:10]([N+:6]1([CH3:11])[CH2:2][CH2:3][CH2:4][CH2:5][CH2:7]1)[CH2:9][CH2:8][CH3:27]. Given the reactants [Br-].[CH2:2]([N+:6]1([CH3:11])[CH2:10][CH2:9][CH2:8][CH2:7]1)[CH2:3][CH2:4][CH3:5].[F:12][C:13]([F:26])([F:25])[S:14]([N-:17][S:18]([C:21]([F:24])([F:23])[F:22])(=[O:20])=[O:19])(=[O:16])=[O:15].[CH2:27]([N+]1(C)CCCC1)CCC, predict the reaction product. (5) Given the reactants [N+:1]([C:4]1[CH:5]=[N:6][CH:7]=[CH:8][C:9]=1[C@H:10]1[CH2:19][C@@H:18]([OH:20])[C@:17]2([OH:21])[C@@H:12]([CH2:13][CH2:14][CH2:15][CH2:16]2)[O:11]1)([O-:3])=[O:2].[C:22](OC(=O)C)(=[O:24])[CH3:23], predict the reaction product. The product is: [C:22]([O:20][C@H:18]1[C@:17]2([OH:21])[C@@H:12]([CH2:13][CH2:14][CH2:15][CH2:16]2)[O:11][C@@H:10]([C:9]2[CH:8]=[CH:7][N:6]=[CH:5][C:4]=2[N+:1]([O-:3])=[O:2])[CH2:19]1)(=[O:24])[CH3:23].[C:22]([O:20][C@@H:18]1[CH2:19][C@H:10]([C:9]2[CH:8]=[CH:7][N:6]=[CH:5][C:4]=2[N+:1]([O-:3])=[O:2])[O:11][C@H:12]([CH2:13][CH3:14])[C@:17]1([OH:21])[CH3:16])(=[O:24])[CH3:23]. (6) Given the reactants [OH-].[K+].C([O:5][C:6]([CH:8]1[C:20]2[C:19]3[C:14](=[CH:15][CH:16]=[CH:17][CH:18]=3)[NH:13][C:12]=2[C:11]2[CH:21]=[CH:22][CH:23]=[CH:24][C:10]=2[S:9]1)=[O:7])C.Cl, predict the reaction product. The product is: [CH:21]1[C:11]2[C:12]3[NH:13][C:14]4[C:19]([C:20]=3[CH:8]([C:6]([OH:7])=[O:5])[S:9][C:10]=2[CH:24]=[CH:23][CH:22]=1)=[CH:18][CH:17]=[CH:16][CH:15]=4. (7) Given the reactants [CH:1]1([N:4]2[C:12]3[C:7](=[CH:8][CH:9]=[C:10]([C:13](O)=[O:14])[CH:11]=3)[C:6]([CH3:17])([CH3:16])[C:5]2=[O:18])[CH2:3][CH2:2]1.[CH:19]1([C:22]([NH:24][NH2:25])=O)[CH2:21][CH2:20]1, predict the reaction product. The product is: [CH:1]1([N:4]2[C:12]3[C:7](=[CH:8][CH:9]=[C:10]([C:13]4[O:14][C:22]([CH:19]5[CH2:21][CH2:20]5)=[N:24][N:25]=4)[CH:11]=3)[C:6]([CH3:17])([CH3:16])[C:5]2=[O:18])[CH2:3][CH2:2]1. (8) The product is: [OH:18][CH:19]1[CH2:22][N:21]([C:23]2[S:24][CH:25]=[C:26]([C:28](=[O:36])[N:29]([CH2:33][CH2:34][OH:35])[CH:30]([CH3:31])[CH3:32])[N:27]=2)[CH2:20]1. Given the reactants [Si]([O:18][CH:19]1[CH2:22][N:21]([C:23]2[S:24][CH:25]=[C:26]([C:28](=[O:36])[N:29]([CH2:33][CH2:34][OH:35])[CH:30]([CH3:32])[CH3:31])[N:27]=2)[CH2:20]1)(C(C)(C)C)(C1C=CC=CC=1)C1C=CC=CC=1.[F-].C([N+](CCCC)(CCCC)CCCC)CCC, predict the reaction product. (9) Given the reactants [CH3:1][C:2]1[CH:10]=[CH:9][CH:8]=[CH:7][C:3]=1[C:4]([OH:6])=O.[C:11]([CH2:13][CH:14]1[CH:19]2[CH2:20][CH2:21][N:16]([CH2:17][CH2:18]2)[CH2:15]1)#[N:12], predict the reaction product. The product is: [N:16]12[CH2:17][CH2:18][CH:19]([CH2:20][CH2:21]1)[CH:14]([CH2:13][C:11]1[NH:12][C:4](=[O:6])[C:3]3[C:2]([CH:1]=1)=[CH:10][CH:9]=[CH:8][CH:7]=3)[CH2:15]2.